From a dataset of Catalyst prediction with 721,799 reactions and 888 catalyst types from USPTO. Predict which catalyst facilitates the given reaction. Reactant: [CH:1]1[C:11]2[CH2:10][CH2:9][C:8]3[CH:12]=[CH:13][CH:14]=[CH:15][C:7]=3[NH:6][C:5]=2[CH:4]=[CH:3][C:2]=1[CH2:16][OH:17]. Product: [CH:1]1[C:11]2[CH2:10][CH2:9][C:8]3[CH:12]=[CH:13][CH:14]=[CH:15][C:7]=3[NH:6][C:5]=2[CH:4]=[CH:3][C:2]=1[CH:16]=[O:17]. The catalyst class is: 428.